Task: Predict the reactants needed to synthesize the given product.. Dataset: Full USPTO retrosynthesis dataset with 1.9M reactions from patents (1976-2016) (1) Given the product [Cl:3][C:4]1[CH:9]=[C:8]([O:24][C:23]2[C:18]([C:14]3[S:15][C:16]([CH3:17])=[C:12]([CH3:11])[N:13]=3)=[N:19][C:20]([CH3:26])=[C:21]([CH3:25])[CH:22]=2)[CH:7]=[CH:6][N:5]=1, predict the reactants needed to synthesize it. The reactants are: [H-].[Na+].[Cl:3][C:4]1[CH:9]=[C:8](Cl)[CH:7]=[CH:6][N:5]=1.[CH3:11][C:12]1[N:13]=[C:14]([C:18]2[C:23]([OH:24])=[CH:22][C:21]([CH3:25])=[C:20]([CH3:26])[N:19]=2)[S:15][C:16]=1[CH3:17]. (2) Given the product [F:1][C:2]1([F:8])[CH2:7][CH2:6][N:5]([CH2:13][C@H:11]([OH:12])[C:10]([F:15])([F:14])[F:9])[CH2:4][CH2:3]1, predict the reactants needed to synthesize it. The reactants are: [F:1][C:2]1([F:8])[CH2:7][CH2:6][NH:5][CH2:4][CH2:3]1.[F:9][C:10]([F:15])([F:14])[C@@H:11]1[CH2:13][O:12]1. (3) The reactants are: [Cl:1][C:2]1[CH:3]=[C:4]([C@@H:9]2[CH2:14][CH2:13][CH2:12][N:11](C(=O)[C@H](OC)C3C=CC=CC=3)[CH2:10]2)[CH:5]=[C:6]([Cl:8])[CH:7]=1.[Li+].[B-](CC)(CC)CC.Cl. Given the product [Cl:1][C:2]1[CH:3]=[C:4]([CH:9]2[CH2:14][CH2:13][CH2:12][NH:11][CH2:10]2)[CH:5]=[C:6]([Cl:8])[CH:7]=1, predict the reactants needed to synthesize it.